Dataset: Full USPTO retrosynthesis dataset with 1.9M reactions from patents (1976-2016). Task: Predict the reactants needed to synthesize the given product. (1) Given the product [CH3:1][N:2]1[CH2:15][CH2:14][C:5]2[N:6](/[CH:33]=[C:34](/[C:36]3[CH:41]=[CH:40][CH:39]=[CH:38][N:37]=3)\[CH3:35])[C:7]3[CH:8]=[CH:9][C:10]([CH3:13])=[CH:11][C:12]=3[C:4]=2[CH2:3]1, predict the reactants needed to synthesize it. The reactants are: [CH3:1][N:2]1[CH2:15][CH2:14][C:5]2[NH:6][C:7]3[CH:8]=[CH:9][C:10]([CH3:13])=[CH:11][C:12]=3[C:4]=2[CH2:3]1.N1CCC[C@H]1C(O)=O.P([O-])([O-])([O-])=O.[K+].[K+].[K+].Br[CH:33]=[C:34]([C:36]1[CH:41]=[CH:40][CH:39]=[CH:38][N:37]=1)[CH3:35]. (2) Given the product [CH2:1]([N:3]1[C:4]2[C:5](=[CH:6][C:7]([N+:10]([O-:12])=[O:11])=[CH:8][CH:9]=2)[CH2:13][N:14]([CH2:15][CH3:16])[C:22]1=[O:23])[CH3:2], predict the reactants needed to synthesize it. The reactants are: [CH2:1]([NH:3][C:4]1[CH:9]=[CH:8][C:7]([N+:10]([O-:12])=[O:11])=[CH:6][C:5]=1[CH2:13][NH:14][CH2:15][CH3:16])[CH3:2].C1N=CN([C:22](N2C=NC=C2)=[O:23])C=1. (3) Given the product [NH2:1][C:4]1[CH:5]=[CH:6][C:7]([C:10]2[C:14]([NH:15][C:16](=[O:27])[O:17][CH:18]([C:20]3[CH:25]=[CH:24][CH:23]=[CH:22][C:21]=3[Cl:26])[CH3:19])=[CH:13][O:12][N:11]=2)=[CH:8][CH:9]=1, predict the reactants needed to synthesize it. The reactants are: [N+:1]([C:4]1[CH:9]=[CH:8][C:7]([C:10]2[C:14]([NH:15][C:16](=[O:27])[O:17][CH:18]([C:20]3[CH:25]=[CH:24][CH:23]=[CH:22][C:21]=3[Cl:26])[CH3:19])=[CH:13][O:12][N:11]=2)=[CH:6][CH:5]=1)([O-])=O. (4) Given the product [Br:3][C:4]1[C:5]([O:15][CH2:16][CH3:17])=[C:6]([CH:12]([OH:14])[CH3:13])[CH:7]=[C:8]([Cl:11])[C:9]=1[CH3:10], predict the reactants needed to synthesize it. The reactants are: [BH4-].[Na+].[Br:3][C:4]1[C:5]([O:15][CH2:16][CH3:17])=[C:6]([C:12](=[O:14])[CH3:13])[CH:7]=[C:8]([Cl:11])[C:9]=1[CH3:10]. (5) The reactants are: [C:1]([NH:4][C@H:5]1[C@@H:11]([OH:12])[C@H:10]([OH:13])[C@@H:9]([CH2:14][OH:15])[O:8][CH:6]1[OH:7])(=[O:3])[CH3:2].C(O[C:20](=[O:22])[CH3:21])(=O)C. Given the product [C:1]([O:7][CH:6]1[O:8][C@H:9]([CH2:14][O:15][C:20](=[O:22])[CH3:21])[C@@H:10]([O:13][C:9](=[O:8])[CH3:10])[C@H:11]([O:12][C:6](=[O:7])[CH3:5])[C@@H:5]1[NH:4][C:1](=[O:3])[CH3:2])(=[O:3])[CH3:2], predict the reactants needed to synthesize it. (6) The reactants are: [CH:1]1([N:7]([CH2:21][C:22](N(OC)C)=[O:23])[CH:8]2[CH2:13][CH2:12][N:11]([C:14]([O:16][C:17]([CH3:20])([CH3:19])[CH3:18])=[O:15])[CH2:10][CH2:9]2)[CH2:6][CH2:5][CH2:4][CH2:3][CH2:2]1.[H-].[Al+3].[Li+].[H-].[H-].[H-].S([O-])([O-])(=O)=O.[K+].[K+]. Given the product [CH:1]1([N:7]([CH2:21][CH:22]=[O:23])[CH:8]2[CH2:9][CH2:10][N:11]([C:14]([O:16][C:17]([CH3:18])([CH3:19])[CH3:20])=[O:15])[CH2:12][CH2:13]2)[CH2:2][CH2:3][CH2:4][CH2:5][CH2:6]1, predict the reactants needed to synthesize it. (7) Given the product [ClH:4].[Cl:6][C:7]1[CH:15]=[C:14]([F:16])[C:13]([NH:17][NH2:18])=[CH:12][C:8]=1[C:9]([O:11][CH3:1])=[O:10], predict the reactants needed to synthesize it. The reactants are: [C:1]([Cl:4])(=O)C.Cl.[Cl:6][C:7]1[CH:15]=[C:14]([F:16])[C:13]([NH:17][NH2:18])=[CH:12][C:8]=1[C:9]([OH:11])=[O:10].